This data is from Full USPTO retrosynthesis dataset with 1.9M reactions from patents (1976-2016). The task is: Predict the reactants needed to synthesize the given product. (1) Given the product [N:10]1[C:15]2[NH:16][CH:17]=[CH:18][C:14]=2[C:13]([C:19]2[C:20]([NH:25][C:26]3[C:35]([CH3:36])=[CH:34][CH:33]=[C:32]4[C:27]=3[CH:28]=[CH:29][N:30]=[C:31]4[NH:1][C:2]3[CH:9]=[CH:8][C:5]([C:6]#[N:7])=[CH:4][CH:3]=3)=[N:21][CH:22]=[CH:23][CH:24]=2)=[N:12][CH:11]=1, predict the reactants needed to synthesize it. The reactants are: [NH2:1][C:2]1[CH:9]=[CH:8][C:5]([C:6]#[N:7])=[CH:4][CH:3]=1.[N:10]1[C:15]2[NH:16][CH:17]=[CH:18][C:14]=2[C:13]([C:19]2[C:20]([NH:25][C:26]3[C:27]4[CH:28]=[CH:29][N:30]=[C:31](Cl)[C:32]=4[CH:33]=[CH:34][C:35]=3[CH3:36])=[N:21][CH:22]=[CH:23][CH:24]=2)=[N:12][CH:11]=1.C1(P(C2CCCCC2)C2C=CC=CC=2C2C=CC=CC=2N(C)C)CCCCC1.C[Si]([N-][Si](C)(C)C)(C)C.[Li+]. (2) Given the product [F:1][C:2]1[CH:3]=[N:4][C:5]([C@@H:8]([NH:10][C:11](=[O:13])[O:18][C:14]([CH3:17])([CH3:16])[CH3:15])[CH3:9])=[N:6][CH:7]=1, predict the reactants needed to synthesize it. The reactants are: [F:1][C:2]1[CH:3]=[N:4][C:5]([C@@H:8]([NH:10][C:11](=[O:13])C)[CH3:9])=[N:6][CH:7]=1.[C:14]([O:18]C(OC([O:18][C:14]([CH3:17])([CH3:16])[CH3:15])=O)=O)([CH3:17])([CH3:16])[CH3:15].O.[OH-].[Li+].O. (3) Given the product [Br:12][C:13]1[CH:18]=[C:17]([CH:16]=[CH:15][C:14]=1[O:21][CH3:22])[CH2:19][N:1]1[C:9]2[C:4](=[CH:5][CH:6]=[CH:7][CH:8]=2)[CH:3]=[CH:2]1, predict the reactants needed to synthesize it. The reactants are: [NH:1]1[C:9]2[C:4](=[CH:5][CH:6]=[CH:7][CH:8]=2)[CH:3]=[CH:2]1.[H-].[Na+].[Br:12][C:13]1[CH:18]=[C:17]([CH2:19]Br)[CH:16]=[CH:15][C:14]=1[O:21][CH3:22].[Cl-].[NH4+]. (4) Given the product [F:20][C:21]([F:34])([F:35])[C:22]1[CH:23]=[C:24]([CH:27]=[C:28]([C:30]([F:33])([F:31])[F:32])[CH:29]=1)[CH2:25][NH:26][CH2:8][C:7]1[CH:10]=[C:11]([C:14]([F:17])([F:16])[F:15])[CH:12]=[CH:13][C:6]=1[N:5]([CH2:1][CH2:2][CH2:3][CH3:4])[CH2:18][CH3:19], predict the reactants needed to synthesize it. The reactants are: [CH2:1]([N:5]([CH2:18][CH3:19])[C:6]1[CH:13]=[CH:12][C:11]([C:14]([F:17])([F:16])[F:15])=[CH:10][C:7]=1[CH:8]=O)[CH2:2][CH2:3][CH3:4].[F:20][C:21]([F:35])([F:34])[C:22]1[CH:23]=[C:24]([CH:27]=[C:28]([C:30]([F:33])([F:32])[F:31])[CH:29]=1)[CH2:25][NH2:26].C(O)(=O)C.[OH-].[Na+]. (5) Given the product [F:7][C:8]1[CH:9]=[C:10]([CH:13]=[CH:14][CH:15]=1)[CH2:11][C:28]([S:25]([CH2:24][CH2:23][C:20]1[CH:19]=[CH:18][C:17]([O:16][CH2:11][C:10]2[CH:13]=[CH:14][CH:15]=[C:8]([F:7])[CH:9]=2)=[CH:22][CH:21]=1)(=[O:27])=[O:26])([CH2:33][CH2:34][N:35]1[C:40](=[O:41])[C:39]2[CH:42]=[CH:43][CH:44]=[CH:45][C:38]=2[N:37]=[N:36]1)[C:29]([O:31][CH3:32])=[O:30], predict the reactants needed to synthesize it. The reactants are: C(=O)([O-])[O-].[K+].[K+].[F:7][C:8]1[CH:9]=[C:10]([CH:13]=[CH:14][CH:15]=1)[CH2:11]Br.[OH:16][C:17]1[CH:22]=[CH:21][C:20]([CH2:23][CH2:24][S:25]([CH:28]([CH2:33][CH2:34][N:35]2[C:40](=[O:41])[C:39]3[CH:42]=[CH:43][CH:44]=[CH:45][C:38]=3[N:37]=[N:36]2)[C:29]([O:31][CH3:32])=[O:30])(=[O:27])=[O:26])=[CH:19][CH:18]=1. (6) The reactants are: Br[C:2]1[CH:3]=[C:4]([C:18]2[CH:26]=[CH:25][CH:24]=[C:23]3[C:19]=2[CH:20]=[CH:21][N:22]3[Si:27]([CH:34]([CH3:36])[CH3:35])([CH:31]([CH3:33])[CH3:32])[CH:28]([CH3:30])[CH3:29])[CH:5]=[C:6]([O:8][CH2:9][C:10]2[CH:15]=[CH:14][C:13]([O:16][CH3:17])=[CH:12][CH:11]=2)[CH:7]=1.[N:37]1[CH:42]=[CH:41][CH:40]=[C:39](B(O)O)[CH:38]=1.C(=O)([O-])[O-].[Na+].[Na+].N1C2C(=CC=CC=2)C=C1. Given the product [CH3:17][O:16][C:13]1[CH:14]=[CH:15][C:10]([CH2:9][O:8][C:6]2[CH:5]=[C:4]([C:18]3[CH:26]=[CH:25][CH:24]=[C:23]4[C:19]=3[CH:20]=[CH:21][N:22]4[Si:27]([CH:28]([CH3:29])[CH3:30])([CH:34]([CH3:35])[CH3:36])[CH:31]([CH3:32])[CH3:33])[CH:3]=[C:2]([C:39]3[CH:38]=[N:37][CH:42]=[CH:41][CH:40]=3)[CH:7]=2)=[CH:11][CH:12]=1, predict the reactants needed to synthesize it. (7) Given the product [OH:1][C:2]1[CH:14]=[CH:13][C:5]([O:6][CH2:7][CH2:8][CH2:9][C:10]([O:12][C:22]2[CH:21]=[CH:20][C:19]([Cl:18])=[CH:24][C:23]=2[Cl:25])=[O:11])=[C:4]([CH3:15])[C:3]=1[O:16][CH3:17], predict the reactants needed to synthesize it. The reactants are: [OH:1][C:2]1[CH:14]=[CH:13][C:5]([O:6][CH2:7][CH2:8][CH2:9][C:10]([OH:12])=[O:11])=[C:4]([CH3:15])[C:3]=1[O:16][CH3:17].[Cl:18][C:19]1[CH:24]=[C:23]([Cl:25])[CH:22]=[CH:21][C:20]=1O.C(N=C=NC(C)C)(C)C.C(OCC)C. (8) Given the product [C:1]12([CH2:11][NH:12][C:13]([C:14]3[CH:19]=[CH:18][N:17]=[C:16]([NH:23][CH2:24][CH2:25][CH2:26][NH:27][C:28](=[O:34])[O:29][C:30]([CH3:31])([CH3:33])[CH3:32])[C:15]=3[Cl:21])=[O:22])[CH2:8][CH:7]3[CH2:6][CH:5]([CH2:4][CH:3]([CH2:9]3)[CH2:2]1)[CH2:10]2, predict the reactants needed to synthesize it. The reactants are: [C:1]12([CH2:11][NH:12][C:13](=[O:22])[C:14]3[CH:19]=[CH:18][N:17]=[C:16](Cl)[C:15]=3[Cl:21])[CH2:10][CH:5]3[CH2:6][CH:7]([CH2:9][CH:3]([CH2:4]3)[CH2:2]1)[CH2:8]2.[NH2:23][CH2:24][CH2:25][CH2:26][NH:27][C:28](=[O:34])[O:29][C:30]([CH3:33])([CH3:32])[CH3:31].C(OCC)(=O)C.